From a dataset of Full USPTO retrosynthesis dataset with 1.9M reactions from patents (1976-2016). Predict the reactants needed to synthesize the given product. (1) Given the product [OH:2][C@@:3]1([C:34]([F:36])([F:37])[F:35])[C:15]2[CH:14]=[C:13]([O:16][CH2:17][CH2:18][C:19]([OH:22])([CH3:20])[CH3:21])[CH:12]=[C:11]([C:23]3[CH:24]=[N:25][N:26]([C:28]([CH3:32])([CH3:33])[C:29]([NH2:31])=[O:30])[CH:27]=3)[C:10]=2[C:9]2[C:4]1=[CH:5][CH:6]=[CH:7][CH:8]=2, predict the reactants needed to synthesize it. The reactants are: O.[OH:2][C@@:3]1([C:34]([F:37])([F:36])[F:35])[C:15]2[CH:14]=[C:13]([O:16][CH2:17][CH2:18][C:19]([OH:22])([CH3:21])[CH3:20])[CH:12]=[C:11]([C:23]3[CH:24]=[N:25][N:26]([C:28]([CH3:33])([CH3:32])[C:29]([NH2:31])=[O:30])[CH:27]=3)[C:10]=2[C:9]2[C:4]1=[CH:5][CH:6]=[CH:7][CH:8]=2.C1(C)C=CC=CC=1. (2) Given the product [Br:1][C:2]1[CH:3]=[CH:4][C:5]2[C:9]3[CH:10]=[CH:11][C:12]([N+:21]([O-:23])=[O:22])=[CH:13][C:8]=3[S:7](=[O:14])[C:6]=2[CH:15]=1, predict the reactants needed to synthesize it. The reactants are: [Br:1][C:2]1[CH:3]=[CH:4][C:5]2[C:9]3[CH:10]=[CH:11][CH:12]=[CH:13][C:8]=3[S:7](=[O:14])[C:6]=2[CH:15]=1.S(=O)(=O)(O)O.[N+:21]([O-])([OH:23])=[O:22]. (3) Given the product [C:1]([O:5][C:6](=[O:12])[N:7]([CH2:8][CH2:9][C:10]#[N:11])[CH2:13][CH3:14])([CH3:4])([CH3:2])[CH3:3], predict the reactants needed to synthesize it. The reactants are: [C:1]([O:5][C:6](=[O:12])[NH:7][CH2:8][CH2:9][C:10]#[N:11])([CH3:4])([CH3:3])[CH3:2].[CH2:13](I)[CH3:14]. (4) The reactants are: [CH3:1][O:2][C:3](=[O:17])[C:4]([O:7][C:8]1[CH:13]=[C:12]([CH3:14])[C:11]([OH:15])=[CH:10][C:9]=1[CH3:16])(C)C.BrCC([O-])=O. Given the product [CH3:1][O:2][C:3](=[O:17])[CH2:4][O:7][C:8]1[CH:13]=[C:12]([CH3:14])[C:11]([OH:15])=[CH:10][C:9]=1[CH3:16], predict the reactants needed to synthesize it. (5) Given the product [Br:1][C:2]1[CH:3]=[N:4][CH:5]=[CH:6][C:7]=1[CH2:8][Cl:12], predict the reactants needed to synthesize it. The reactants are: [Br:1][C:2]1[CH:3]=[N:4][CH:5]=[CH:6][C:7]=1[CH2:8]O.S(Cl)([Cl:12])=O.